This data is from Full USPTO retrosynthesis dataset with 1.9M reactions from patents (1976-2016). The task is: Predict the reactants needed to synthesize the given product. Given the product [Cl:1][C:2]1[CH:7]=[CH:6][CH:5]=[CH:4][C:3]=1[C:8]1[C:14]2[CH:15]=[C:16]([F:21])[C:17]([O:19][CH3:20])=[CH:18][C:13]=2[NH:12][C:11](=[S:32])[CH2:10][N:9]=1, predict the reactants needed to synthesize it. The reactants are: [Cl:1][C:2]1[CH:7]=[CH:6][CH:5]=[CH:4][C:3]=1[C:8]1[C:14]2[CH:15]=[C:16]([F:21])[C:17]([O:19][CH3:20])=[CH:18][C:13]=2[NH:12][C:11](=O)[CH2:10][N:9]=1.COC1C=CC(P2(SP(C3C=CC(OC)=CC=3)(=S)S2)=[S:32])=CC=1.